Dataset: Catalyst prediction with 721,799 reactions and 888 catalyst types from USPTO. Task: Predict which catalyst facilitates the given reaction. Reactant: [C:1]([O:5][C:6]([NH:8][CH2:9][C:10]1[CH:11]=[C:12]([CH:21]=[CH:22][C:23]=1[O:24][CH3:25])[C:13]([C:15]1([C:18]([OH:20])=[O:19])[CH2:17][CH2:16]1)=[O:14])=[O:7])([CH3:4])([CH3:3])[CH3:2].[CH3:26][Si](C=[N+]=[N-])(C)C.C(O)(=O)C. Product: [C:1]([O:5][C:6]([NH:8][CH2:9][C:10]1[CH:11]=[C:12]([CH:21]=[CH:22][C:23]=1[O:24][CH3:25])[C:13]([C:15]1([C:18]([O:20][CH3:26])=[O:19])[CH2:16][CH2:17]1)=[O:14])=[O:7])([CH3:4])([CH3:3])[CH3:2]. The catalyst class is: 5.